From a dataset of Forward reaction prediction with 1.9M reactions from USPTO patents (1976-2016). Predict the product of the given reaction. (1) Given the reactants [NH2:1][C@H:2]([C:4]1[CH:9]=[CH:8][C:7]([NH:10][C:11](=[O:19])[C:12]2[CH:17]=[CH:16][C:15]([Cl:18])=[N:14][CH:13]=2)=[CH:6][CH:5]=1)[CH3:3].[Cl:20][C:21]1[N:30]=[C:29](Cl)[C:28]2[C:23](=[CH:24][C:25]([CH3:32])=[CH:26][CH:27]=2)[N:22]=1, predict the reaction product. The product is: [Cl:18][C:15]1[CH:16]=[CH:17][C:12]([C:11]([NH:10][C:7]2[CH:6]=[CH:5][C:4]([C@@H:2]([NH:1][C:29]3[C:28]4[C:23](=[CH:24][C:25]([CH3:32])=[CH:26][CH:27]=4)[N:22]=[C:21]([Cl:20])[N:30]=3)[CH3:3])=[CH:9][CH:8]=2)=[O:19])=[CH:13][N:14]=1. (2) Given the reactants [BH4-].[Na+].[Cl:3][C:4]1[CH:11]=[C:10]([F:12])[CH:9]=[C:8]([F:13])[C:5]=1[CH:6]=[O:7], predict the reaction product. The product is: [Cl:3][C:4]1[CH:11]=[C:10]([F:12])[CH:9]=[C:8]([F:13])[C:5]=1[CH2:6][OH:7]. (3) Given the reactants [Cl:1][C:2]1[CH:37]=[CH:36][C:5]([CH2:6][CH2:7][NH:8][C:9]([C:11]2[CH:32]=[CH:31][C:14]([O:15][C:16]3[CH:25]=[C:24]4[C:19]([CH:20]([C:26]([O:28]C)=[O:27])[CH2:21][CH2:22][O:23]4)=[CH:18][C:17]=3[Cl:30])=[C:13]([N+:33]([O-:35])=[O:34])[CH:12]=2)=[O:10])=[CH:4][CH:3]=1.[OH-].[Na+].O.CO, predict the reaction product. The product is: [Cl:1][C:2]1[CH:3]=[CH:4][C:5]([CH2:6][CH2:7][NH:8][C:9]([C:11]2[CH:32]=[CH:31][C:14]([O:15][C:16]3[CH:25]=[C:24]4[C:19]([CH:20]([C:26]([OH:28])=[O:27])[CH2:21][CH2:22][O:23]4)=[CH:18][C:17]=3[Cl:30])=[C:13]([N+:33]([O-:35])=[O:34])[CH:12]=2)=[O:10])=[CH:36][CH:37]=1. (4) Given the reactants C([O:8][C:9]([N:11]1[CH2:15][CH2:14][C@H:13]([NH:16][C:17]([C@@H:19]2[CH2:25][CH2:24][C@@H:23]3[CH2:26][N:20]2[C:21](=[O:35])[N:22]3[O:27]CC2C=CC=CC=2)=[O:18])[CH2:12]1)=[O:10])C1C=CC=CC=1.O1CCCC1.[CH3:41][C:42](OC(OC(O[C:42]([CH3:44])([CH3:43])[CH3:41])=O)=O)([CH3:44])[CH3:43], predict the reaction product. The product is: [C:42]([O:8][C:9]([N:11]1[CH2:15][CH2:14][C@H:13]([NH:16][C:17]([C@@H:19]2[CH2:25][CH2:24][C@@H:23]3[CH2:26][N:20]2[C:21](=[O:35])[N:22]3[OH:27])=[O:18])[CH2:12]1)=[O:10])([CH3:44])([CH3:43])[CH3:41]. (5) Given the reactants [CH3:1][C:2]1[N:3]=[C:4]([C:7]2[C:15]3[C:14]([C:16]4[CH:21]=[CH:20][CH:19]=[C:18]([N+:22]([O-])=O)[CH:17]=4)=[N:13][CH:12]=[N:11][C:10]=3[N:9]([CH2:25][O:26][CH2:27][CH2:28][Si:29]([CH3:32])([CH3:31])[CH3:30])[CH:8]=2)[O:5][CH:6]=1, predict the reaction product. The product is: [CH3:1][C:2]1[N:3]=[C:4]([C:7]2[C:15]3[C:14]([C:16]4[CH:17]=[C:18]([CH:19]=[CH:20][CH:21]=4)[NH2:22])=[N:13][CH:12]=[N:11][C:10]=3[N:9]([CH2:25][O:26][CH2:27][CH2:28][Si:29]([CH3:30])([CH3:32])[CH3:31])[CH:8]=2)[O:5][CH:6]=1. (6) Given the reactants [CH3:1][N:2]1[C:6]2[CH:7]=[CH:8][C:9]([N:11]3[CH:16]=[C:15]([C:17]([O:19][CH2:20][CH3:21])=[O:18])[C:14](=[O:22])[N:13]([CH2:23][C:24]4[CH:29]=[CH:28][CH:27]=[C:26]([C:30]([F:33])([F:32])[F:31])[C:25]=4[CH3:34])[C:12]3=[O:35])=[CH:10][C:5]=2[NH:4][C:3]1=[O:36].ClC(Cl)(Cl)S(O[CH2:43][C:44]([F:47])([F:46])[F:45])(=O)=O, predict the reaction product. The product is: [CH3:1][N:2]1[C:6]2[CH:7]=[CH:8][C:9]([N:11]3[CH:16]=[C:15]([C:17]([O:19][CH2:20][CH3:21])=[O:18])[C:14](=[O:22])[N:13]([CH2:23][C:24]4[CH:29]=[CH:28][CH:27]=[C:26]([C:30]([F:32])([F:33])[F:31])[C:25]=4[CH3:34])[C:12]3=[O:35])=[CH:10][C:5]=2[N:4]([CH2:43][C:44]([F:47])([F:46])[F:45])[C:3]1=[O:36]. (7) Given the reactants [F:1][C:2]1[CH:7]=[CH:6][C:5]([CH2:8][C:9]2[CH:18]=[C:17]3[C:12]([C:13]([OH:25])=[C:14]([C:20](OCC)=[O:21])[C:15](=[O:19])[NH:16]3)=[N:11][CH:10]=2)=[CH:4][CH:3]=1.[C:26]([NH:34][NH2:35])(=[O:33])[C:27]1[CH:32]=[CH:31][CH:30]=[CH:29][CH:28]=1, predict the reaction product. The product is: [F:1][C:2]1[CH:7]=[CH:6][C:5]([CH2:8][C:9]2[CH:18]=[C:17]3[C:12]([C:13]([OH:25])=[C:14]([C:20]([NH:35][NH:34][C:26]([C:27]4[CH:32]=[CH:31][CH:30]=[CH:29][CH:28]=4)=[O:33])=[O:21])[C:15](=[O:19])[NH:16]3)=[N:11][CH:10]=2)=[CH:4][CH:3]=1. (8) Given the reactants Br[CH2:2][CH:3]1[CH2:8][CH2:7][O:6][CH2:5][CH2:4]1.BrCC1OC(C(F)(F)F)=CC=1.[F:20][C:21]1[C:22]([F:39])=[CH:23][C:24]2[O:38][CH2:37][C:27]3([C:35]4[C:30](=[CH:31][CH:32]=[CH:33][CH:34]=4)[NH:29][C:28]3=[O:36])[C:25]=2[CH:26]=1.CC1C2C=C3C4(C5C(=CC=CC=5)NC4=O)COC3=CC=2ON=1, predict the reaction product. The product is: [F:20][C:21]1[C:22]([F:39])=[CH:23][C:24]2[O:38][CH2:37][C:27]3([C:35]4[C:30](=[CH:31][CH:32]=[CH:33][CH:34]=4)[N:29]([CH2:2][CH:3]4[CH2:8][CH2:7][O:6][CH2:5][CH2:4]4)[C:28]3=[O:36])[C:25]=2[CH:26]=1. (9) Given the reactants C([O:3][C:4](=O)[CH2:5][O:6][C:7]1[CH:12]=[CH:11][C:10]([C:13](=[C:21]2[CH2:27][CH2:26][CH2:25][CH2:24][CH2:23][CH2:22]2)[C:14]2[CH:19]=[CH:18][C:17]([OH:20])=[CH:16][CH:15]=2)=[CH:9][CH:8]=1)C.[H-].[H-].[H-].[H-].[Li+].[Al+3], predict the reaction product. The product is: [C:21]1(=[C:13]([C:10]2[CH:11]=[CH:12][C:7]([O:6][CH2:5][CH2:4][OH:3])=[CH:8][CH:9]=2)[C:14]2[CH:19]=[CH:18][C:17]([OH:20])=[CH:16][CH:15]=2)[CH2:22][CH2:23][CH2:24][CH2:25][CH2:26][CH2:27]1.